From a dataset of Catalyst prediction with 721,799 reactions and 888 catalyst types from USPTO. Predict which catalyst facilitates the given reaction. (1) Reactant: [N:1]1[CH:6]=[CH:5][C:4]([CH2:7][CH2:8][CH2:9]O)=[CH:3][CH:2]=1.[C:11]1(=[O:21])[NH:15][C:14](=[O:16])[C:13]2=[CH:17][CH:18]=[CH:19][CH:20]=[C:12]12.C1(P(C2C=CC=CC=2)C2C=CC=CC=2)C=CC=CC=1.N(C(OCC)=O)=NC(OCC)=O. Product: [N:1]1[CH:2]=[CH:3][C:4]([CH2:7][CH2:8][CH2:9][N:15]2[C:11](=[O:21])[C:12]3[C:13](=[CH:17][CH:18]=[CH:19][CH:20]=3)[C:14]2=[O:16])=[CH:5][CH:6]=1. The catalyst class is: 295. (2) Reactant: [CH3:1][C:2]1[CH:3]=[C:4]([CH2:11][C@@H:12]([O:16][C:17]([N:19]2[CH2:24][CH2:23][CH:22]([C:25]3[C:26](=[O:35])[NH:27][C:28]4[C:33]([CH:34]=3)=[CH:32][CH:31]=[CH:30][CH:29]=4)[CH2:21][CH2:20]2)=[O:18])[C:13](O)=[O:14])[CH:5]=[C:6]2[C:10]=1[NH:9][N:8]=[CH:7]2.C(N(C(C)C)CC)(C)C.[N:45]1([CH:51]2[CH2:56][CH2:55][NH:54][CH2:53][CH2:52]2)[CH2:50][CH2:49][CH2:48][CH2:47][CH2:46]1.C1CN([P+](ON2N=NC3C=CC=CC2=3)(N2CCCC2)N2CCCC2)CC1.F[P-](F)(F)(F)(F)F. Product: [O:35]=[C:26]1[C:25]([CH:22]2[CH2:23][CH2:24][N:19]([C:17]([O:16][C@H:12]([CH2:11][C:4]3[CH:5]=[C:6]4[C:10](=[C:2]([CH3:1])[CH:3]=3)[NH:9][N:8]=[CH:7]4)[C:13](=[O:14])[N:54]3[CH2:55][CH2:56][CH:51]([N:45]4[CH2:50][CH2:49][CH2:48][CH2:47][CH2:46]4)[CH2:52][CH2:53]3)=[O:18])[CH2:20][CH2:21]2)=[CH:34][C:33]2[C:28](=[CH:29][CH:30]=[CH:31][CH:32]=2)[NH:27]1. The catalyst class is: 204. (3) Reactant: [CH3:1][C:2]1[O:3][C:4]2[C:9]([C:10](=[O:12])[CH:11]=1)=[CH:8][CH:7]=[CH:6][C:5]=2[CH:13]=O.[O:15]=[C:16]([CH3:25])[CH2:17][C:18]([O:20][CH2:21][CH2:22][C:23]#[N:24])=[O:19].C(O)(=O)C.N1CCCCC1. Product: [CH3:1][C:2]1[O:3][C:4]2[C:9]([C:10](=[O:12])[CH:11]=1)=[CH:8][CH:7]=[CH:6][C:5]=2/[CH:13]=[C:17](/[C:16](=[O:15])[CH3:25])\[C:18]([O:20][CH2:21][CH2:22][C:23]#[N:24])=[O:19]. The catalyst class is: 4. (4) Reactant: [Cl:1][C:2]1[CH:7]=[CH:6][N:5]2[C:8]([C:11]3[CH:16]=[C:15]([Cl:17])[N:14]=[C:13](Cl)[CH:12]=3)=[CH:9][N:10]=[C:4]2[CH:3]=1.[CH3:19][NH2:20].C([O-])([O-])=O.[Cs+].[Cs+]. Product: [Cl:17][C:15]1[N:14]=[C:13]([NH:20][CH3:19])[CH:12]=[C:11]([C:8]2[N:5]3[CH:6]=[CH:7][C:2]([Cl:1])=[CH:3][C:4]3=[N:10][CH:9]=2)[CH:16]=1. The catalyst class is: 85. (5) Reactant: [CH3:1][O:2][C:3]1[CH:4]=[C:5]([NH:15][C:16]2[NH:20][C:19]([NH:21][CH2:22][CH2:23][CH3:24])=[N:18][N:17]=2)[CH:6]=[CH:7][C:8]=1[N:9]1[CH:13]=[C:12]([CH3:14])[N:11]=[CH:10]1.[Cl:25][C:26]1[CH:37]=[CH:36][C:29]([CH:30]=[CH:31][C:32]([O:34]C)=O)=[CH:28][CH:27]=1.O. Product: [Cl:25][C:26]1[CH:27]=[CH:28][C:29]([CH:30]2[N:18]3[N:17]=[C:16]([NH:15][C:5]4[CH:6]=[CH:7][C:8]([N:9]5[CH:13]=[C:12]([CH3:14])[N:11]=[CH:10]5)=[C:3]([O:2][CH3:1])[CH:4]=4)[N:20]=[C:19]3[N:21]([CH2:22][CH2:23][CH3:24])[C:32](=[O:34])[CH2:31]2)=[CH:36][CH:37]=1. The catalyst class is: 3. (6) Reactant: [CH3:1][C:2]([C:11]1[CH:16]=[CH:15][C:14]([N+:17]([O-:19])=[O:18])=[CH:13][CH:12]=1)([C:7](OC)=[O:8])[C:3](OC)=[O:4].[BH4-].[Na+]. Product: [CH3:1][C:2]([C:11]1[CH:16]=[CH:15][C:14]([N+:17]([O-:19])=[O:18])=[CH:13][CH:12]=1)([CH2:3][OH:4])[CH2:7][OH:8]. The catalyst class is: 5. (7) The catalyst class is: 8. Product: [C:5]1([C:2]2[S:13][C:12]([NH2:14])=[N:11][CH:3]=2)[CH:10]=[CH:9][CH:8]=[CH:7][CH:6]=1. Reactant: Br[CH:2]([C:5]1[CH:10]=[CH:9][CH:8]=[CH:7][CH:6]=1)[CH:3]=O.[NH2:11][C:12]([NH2:14])=[S:13].